From a dataset of Reaction yield outcomes from USPTO patents with 853,638 reactions. Predict the reaction yield, written as a fraction of the theoretical maximum amount of product (1.0 means a 100% yield; for example, 0.34 means a 34% yield). (1) The reactants are C(N(CC)CC)C.[C:8]([C@H:12]1[CH2:17][CH2:16][C@H:15]([O:18][C:19]2[CH:20]=[C:21]3[C:26](=[CH:27][CH:28]=2)[N:25]=[C:24]([CH:29]=O)[CH:23]=[CH:22]3)[CH2:14][CH2:13]1)([CH3:11])([CH3:10])[CH3:9].Cl.[C:32]([O:36][C:37](=[O:41])[CH2:38][CH2:39][NH2:40])([CH3:35])([CH3:34])[CH3:33].ClCCCl.C(O[BH-](OC(=O)C)OC(=O)C)(=O)C.[Na+]. The catalyst is C(Cl)Cl. The product is [C:8]([C@H:12]1[CH2:17][CH2:16][C@H:15]([O:18][C:19]2[CH:20]=[C:21]3[C:26](=[CH:27][CH:28]=2)[N:25]=[C:24]([CH2:29][NH:40][CH2:39][CH2:38][C:37]([O:36][C:32]([CH3:35])([CH3:34])[CH3:33])=[O:41])[CH:23]=[CH:22]3)[CH2:14][CH2:13]1)([CH3:11])([CH3:10])[CH3:9]. The yield is 0.660. (2) The reactants are Cl.[CH2:2]([C:4]1[N:5]=[C:6]2[CH:11]=[CH:10][CH:9]=[C:8]([CH2:12]Cl)[N:7]2[CH:14]=1)[CH3:3].[NH2:15][CH2:16][CH2:17][CH2:18][CH2:19][CH2:20][NH2:21].C(N(CC)CC)C.C1C=CC(N([S:36]([C:39]([F:42])([F:41])[F:40])(=[O:38])=[O:37])[S:36]([C:39]([F:42])([F:41])[F:40])(=[O:38])=[O:37])=CC=1. The catalyst is C(#N)C. The product is [CH2:2]([C:4]1[N:5]=[C:6]2[CH:11]=[CH:10][CH:9]=[C:8]([CH2:12][NH:15][CH2:16][CH2:17][CH2:18][CH2:19][CH2:20][NH:21][S:36]([C:39]([F:42])([F:41])[F:40])(=[O:38])=[O:37])[N:7]2[CH:14]=1)[CH3:3]. The yield is 0.640. (3) The reactants are [Cl:1][C:2]1[CH:10]=[CH:9][C:8]2[NH:7][C:6]3[CH2:11][CH2:12][N:13]([CH3:15])[CH2:14][C:5]=3[C:4]=2[CH:3]=1.C(=O)([O-])[O-].[K+].[K+].N1C2C(=CC=C3C=2N=CC=C3)C=CC=1.Br[C:37]#[C:38][C:39]1[CH:44]=[CH:43][C:42]([F:45])=[CH:41][CH:40]=1. The catalyst is C1(C)C=CC=CC=1.S([O-])([O-])(=O)=O.[Cu+2]. The product is [Cl:1][C:2]1[CH:10]=[CH:9][C:8]2[N:7]([C:37]#[C:38][C:39]3[CH:44]=[CH:43][C:42]([F:45])=[CH:41][CH:40]=3)[C:6]3[CH2:11][CH2:12][N:13]([CH3:15])[CH2:14][C:5]=3[C:4]=2[CH:3]=1. The yield is 0.160.